This data is from Full USPTO retrosynthesis dataset with 1.9M reactions from patents (1976-2016). The task is: Predict the reactants needed to synthesize the given product. (1) Given the product [CH2:1]([O:3][C:4]([C:6]1[CH:10]=[C:9]([CH2:11][Br:20])[N:8]([C:12]2[C:17]([Cl:18])=[CH:16][CH:15]=[CH:14][C:13]=2[Cl:19])[N:7]=1)=[O:5])[CH3:2], predict the reactants needed to synthesize it. The reactants are: [CH2:1]([O:3][C:4]([C:6]1[CH:10]=[C:9]([CH3:11])[N:8]([C:12]2[C:17]([Cl:18])=[CH:16][CH:15]=[CH:14][C:13]=2[Cl:19])[N:7]=1)=[O:5])[CH3:2].[Br:20]N1C(=O)CCC1=O.C(OOC(=O)C1C=CC=CC=1)(=O)C1C=CC=CC=1. (2) Given the product [CH3:15][N:11]1[C:10]([C:7]2[CH:8]=[CH:9][C:4]([C:3]([OH:16])=[O:2])=[CH:5][CH:6]=2)=[CH:14][N:13]=[CH:12]1, predict the reactants needed to synthesize it. The reactants are: C[O:2][C:3](=[O:16])[C:4]1[CH:9]=[CH:8][C:7]([C:10]2[N:11]([CH3:15])[CH:12]=[N:13][CH:14]=2)=[CH:6][CH:5]=1.[OH-].[Li+].O1CCCC1.O. (3) Given the product [F:34][C:29]1[CH:30]=[CH:31][CH:32]=[CH:33][C:28]=1[N:25]1[CH2:24][CH2:23][N:22]([CH2:21][CH2:20][N:9]2[C:7](=[O:8])[CH2:6][C:4]3([CH2:5][CH2:1][CH2:2][CH2:3]3)[CH2:12][C:10]2=[O:11])[CH2:27][CH2:26]1, predict the reactants needed to synthesize it. The reactants are: [CH2:1]1[CH2:5][C:4]2([CH2:12][C:10](=[O:11])[NH:9][C:7](=[O:8])[CH2:6]2)[CH2:3][CH2:2]1.C(=O)([O-])[O-].[K+].[K+].Cl[CH2:20][CH2:21][N:22]1[CH2:27][CH2:26][N:25]([C:28]2[CH:33]=[CH:32][CH:31]=[CH:30][C:29]=2[F:34])[CH2:24][CH2:23]1. (4) The reactants are: [Br:1][C:2]1[N:3]=[C:4]2[CH:10]=[CH:9][NH:8][C:5]2=[N:6][CH:7]=1.[H-].[Na+].Cl[CH2:14][O:15][CH2:16][CH2:17][Si:18]([CH3:21])([CH3:20])[CH3:19]. Given the product [Br:1][C:2]1[N:3]=[C:4]2[CH:10]=[CH:9][N:8]([CH2:14][O:15][CH2:16][CH2:17][Si:18]([CH3:21])([CH3:20])[CH3:19])[C:5]2=[N:6][CH:7]=1, predict the reactants needed to synthesize it. (5) Given the product [Br:30][C:25]1[CH:26]=[CH:27][CH:28]=[CH:29][C:24]=1[CH2:23][O:22][C:20]1[CH:19]=[CH:18][C:17]([S:31][C:32]2[CH:33]=[CH:34][C:35]([NH:38][C:39](=[O:41])[CH3:40])=[CH:36][CH:37]=2)=[C:16]([NH:15][C:2]2[C:3]3[C:8](=[N:7][C:6]([CH2:12][CH2:13][CH3:14])=[CH:5][CH:4]=3)[N:9]=[CH:10][CH:11]=2)[CH:21]=1, predict the reactants needed to synthesize it. The reactants are: Cl[C:2]1[CH:11]=[CH:10][N:9]=[C:8]2[C:3]=1[CH:4]=[CH:5][C:6]([CH2:12][CH2:13][CH3:14])=[N:7]2.[NH2:15][C:16]1[CH:21]=[C:20]([O:22][CH2:23][C:24]2[CH:29]=[CH:28][CH:27]=[CH:26][C:25]=2[Br:30])[CH:19]=[CH:18][C:17]=1[S:31][C:32]1[CH:37]=[CH:36][C:35]([NH:38][C:39](=[O:41])[CH3:40])=[CH:34][CH:33]=1.